This data is from Reaction yield outcomes from USPTO patents with 853,638 reactions. The task is: Predict the reaction yield, written as a fraction of the theoretical maximum amount of product (1.0 means a 100% yield; for example, 0.34 means a 34% yield). (1) The reactants are [Cl:1][C:2]1[CH:3]=[CH:4][C:5]([NH:31][CH3:32])=[C:6]([CH:30]=1)[C:7]([N:9]([CH2:22][C:23]1[CH:28]=[CH:27][C:26]([OH:29])=[CH:25][CH:24]=1)[CH2:10][CH2:11][C:12]1[CH:17]=[CH:16][CH:15]=[C:14]([C:18]([F:21])([F:20])[F:19])[CH:13]=1)=[O:8].Br[CH2:34][CH:35]([OH:40])[C:36]([F:39])([F:38])[F:37].C(=O)([O-])[O-].[K+].[K+]. The catalyst is CN(C=O)C.O.[Cl-].[Na+].O. The product is [Cl:1][C:2]1[CH:3]=[CH:4][C:5]([NH:31][CH3:32])=[C:6]([CH:30]=1)[C:7]([N:9]([CH2:22][C:23]1[CH:24]=[CH:25][C:26]([O:29][CH2:34][CH:35]([OH:40])[C:36]([F:39])([F:38])[F:37])=[CH:27][CH:28]=1)[CH2:10][CH2:11][C:12]1[CH:17]=[CH:16][CH:15]=[C:14]([C:18]([F:21])([F:19])[F:20])[CH:13]=1)=[O:8]. The yield is 0.550. (2) The reactants are [CH3:1][C:2]1[CH:7]=[C:6]([S:8](=[O:11])(=[O:10])[NH2:9])[CH:5]=[CH:4][C:3]=1[NH:12][C:13]([C:15]1[CH:20]=[C:19](Cl)[N:18]=[CH:17][N:16]=1)=[O:14].[CH3:22][O:23][CH2:24][CH2:25][NH:26][CH2:27][CH2:28][O:29][CH3:30]. No catalyst specified. The product is [NH2:9][S:8]([C:6]1[CH:5]=[CH:4][C:3]([NH:12][C:13]([C:15]2[CH:20]=[C:19]([N:26]([CH2:27][CH2:28][O:29][CH3:30])[CH2:25][CH2:24][O:23][CH3:22])[N:18]=[CH:17][N:16]=2)=[O:14])=[C:2]([CH3:1])[CH:7]=1)(=[O:11])=[O:10]. The yield is 0.840. (3) The reactants are BrCCCCC(C)(C1C=CC(C)=CC=1)CO.[Br:17][CH2:18][CH2:19][CH2:20][C:21]([CH3:33])([C:27]1[CH:32]=[CH:31][CH:30]=[CH:29][CH:28]=1)[C:22](OCC)=[O:23].[Li+].[BH4-].CO. The catalyst is C(Cl)Cl. The product is [Br:17][CH2:18][CH2:19][CH2:20][C:21]([CH3:33])([C:27]1[CH:32]=[CH:31][CH:30]=[CH:29][CH:28]=1)[CH2:22][OH:23]. The yield is 0.980.